From a dataset of Forward reaction prediction with 1.9M reactions from USPTO patents (1976-2016). Predict the product of the given reaction. (1) Given the reactants Br[C:2]1[CH:3]=[C:4]([CH2:15][C:16]([O-:18])=[O:17])[CH:5]=[CH:6][C:7]=1[O:8][CH2:9][O:10][CH2:11][CH2:12][O:13][CH3:14].[CH3:19][O:20][CH2:21][CH2:22][O:23][CH2:24][O:25][C:26]1[C:33](B2OC(C)(C)C(C)(C)O2)=[CH:32][CH:31]=[CH:30][C:27]=1[CH:28]=[O:29].[C:43]1(C)C=CC=CC=1, predict the reaction product. The product is: [CH3:43][O:18][C:16](=[O:17])[CH2:15][C:4]1[CH:3]=[C:2]([C:33]2[CH:32]=[CH:31][CH:30]=[C:27]([CH:28]=[O:29])[C:26]=2[O:25][CH2:24][O:23][CH2:22][CH2:21][O:20][CH3:19])[C:7]([O:8][CH2:9][O:10][CH2:11][CH2:12][O:13][CH3:14])=[CH:6][CH:5]=1. (2) The product is: [F:28][C:19]1[CH:18]=[CH:17][C:16]([NH:20][C:21](=[O:27])[O:22][C:23]([CH3:24])([CH3:26])[CH3:25])=[CH:15][C:14]=1[N:9]1[C:7]2[N:8]=[C:3]([S:2][CH3:1])[N:4]=[CH:5][C:6]=2[CH:12]=[CH:11][C:10]1=[O:13]. Given the reactants [CH3:1][S:2][C:3]1[N:4]=[CH:5][C:6]2[CH:12]=[CH:11][C:10](=[O:13])[N:9]([C:14]3[CH:15]=[C:16]([NH:20][C:21](=[O:27])[O:22][C:23]([CH3:26])([CH3:25])[CH3:24])[CH:17]=[CH:18][CH:19]=3)[C:7]=2[N:8]=1.[F:28]C1C=CC(NC(=O)OC(C)(C)C)=CC=1NC1C(C=O)=CN=C(SC)N=1, predict the reaction product. (3) Given the reactants [NH2:1][C:2]1[C:12]([Cl:13])=[C:11]([CH2:14][N:15]2[CH2:19][CH2:18][C@H:17]([CH2:20][N:21]([CH3:29])[C:22]([O:24][C:25]([CH3:28])([CH3:27])[CH3:26])=[O:23])[CH2:16]2)[C:10]([C:30]([F:33])([F:32])[F:31])=[CH:9][C:3]=1[C:4]([O:6]CC)=[O:5].NC1C(Br)=CC(C(F)(F)F)=CC=1C(O)=O, predict the reaction product. The product is: [NH2:1][C:2]1[C:12]([Cl:13])=[C:11]([CH2:14][N:15]2[CH2:19][CH2:18][C@H:17]([CH2:20][N:21]([C:22]([O:24][C:25]([CH3:27])([CH3:28])[CH3:26])=[O:23])[CH3:29])[CH2:16]2)[C:10]([C:30]([F:32])([F:33])[F:31])=[CH:9][C:3]=1[C:4]([OH:6])=[O:5]. (4) Given the reactants C(O[C:6]([N:8](C)[C@H:9]1[CH2:14][CH2:13][C@H:12]([N:15]([CH2:38][CH3:39])[C:16]2[C:17]([CH3:37])=[C:18]([C:33]([O:35][CH3:36])=[O:34])[CH:19]=[C:20]([C:22]3[CH:27]=[CH:26][C:25]([O:28][CH2:29][CH2:30][O:31][CH3:32])=[CH:24][CH:23]=3)[CH:21]=2)[CH2:11][CH2:10]1)=O)(C)(C)C.C(O)(C(F)(F)F)=O.C(=O)(O)[O-].[Na+], predict the reaction product. The product is: [CH2:38]([N:15]([C@H:12]1[CH2:11][CH2:10][C@H:9]([NH:8][CH3:6])[CH2:14][CH2:13]1)[C:16]1[C:17]([CH3:37])=[C:18]([C:33]([O:35][CH3:36])=[O:34])[CH:19]=[C:20]([C:22]2[CH:23]=[CH:24][C:25]([O:28][CH2:29][CH2:30][O:31][CH3:32])=[CH:26][CH:27]=2)[CH:21]=1)[CH3:39]. (5) The product is: [F:1][C:2]1[CH:7]=[C:6]([N+:8]([O-:10])=[O:9])[CH:5]=[CH:4][C:3]=1[N:11]1[CH:12]=[CH:13][C:14](=[O:17])[CH2:15][CH2:16]1. Given the reactants [F:1][C:2]1[CH:7]=[C:6]([N+:8]([O-:10])=[O:9])[CH:5]=[CH:4][C:3]=1[N:11]1[CH2:16][CH:15]=[C:14]([O:17][Si](C)(C)C)[CH2:13][CH2:12]1.C(=O)(OC)OCC=C.O, predict the reaction product. (6) Given the reactants [CH2:1]([N:8]([CH2:13][C:14](O)=O)[CH2:9][C:10](O)=O)[C:2]1[CH:7]=[CH:6][CH:5]=[CH:4][CH:3]=1.[C:17]1([NH2:24])[CH:22]=[CH:21][CH:20]=[CH:19][C:18]=1[NH2:23], predict the reaction product. The product is: [NH:23]1[C:18]2[CH:19]=[CH:20][CH:21]=[CH:22][C:17]=2[N:24]=[C:10]1[CH2:9][N:8]([CH2:13][C:14]1[NH:24][C:17]2[CH:22]=[CH:21][CH:20]=[CH:19][C:18]=2[N:23]=1)[CH2:1][C:2]1[CH:7]=[CH:6][CH:5]=[CH:4][CH:3]=1. (7) Given the reactants [CH2:1]([O:3][C:4](=[O:29])[CH2:5][C:6]1[CH:11]=[CH:10][C:9]([O:12][CH3:13])=[C:8]([O:14][C:15]2[CH:20]=[CH:19][C:18]([NH2:21])=[CH:17][C:16]=2[CH2:22][S:23][CH2:24][C:25]([F:28])([F:27])[F:26])[CH:7]=1)[CH3:2].Cl[C:31]([O:33][CH2:34][CH2:35][Cl:36])=[O:32], predict the reaction product. The product is: [CH2:1]([O:3][C:4](=[O:29])[CH2:5][C:6]1[CH:11]=[CH:10][C:9]([O:12][CH3:13])=[C:8]([O:14][C:15]2[CH:20]=[CH:19][C:18]([NH:21][C:31]([O:33][CH2:34][CH2:35][Cl:36])=[O:32])=[CH:17][C:16]=2[CH2:22][S:23][CH2:24][C:25]([F:26])([F:27])[F:28])[CH:7]=1)[CH3:2]. (8) Given the reactants Cl.C([O:6][C:7]([C:9]1[CH:36]=[C:35]([C:37]2[CH:42]=[CH:41][N:40]=[CH:39][CH:38]=2)[CH:34]=[CH:33][C:10]=1[C:11]([N:13]1[CH2:18][CH2:17][N:16]([S:19]([C:22]2[CH:31]=[CH:30][C:29]3[C:24](=[CH:25][CH:26]=[C:27]([Cl:32])[CH:28]=3)[CH:23]=2)(=[O:21])=[O:20])[CH2:15][CH2:14]1)=[O:12])=[O:8])(C)(C)C.FC(F)(F)C(O)=O, predict the reaction product. The product is: [C:7]([C:9]1[CH:36]=[C:35]([C:37]2[CH:42]=[CH:41][N:40]=[CH:39][CH:38]=2)[CH:34]=[CH:33][C:10]=1[C:11]([N:13]1[CH2:18][CH2:17][N:16]([S:19]([C:22]2[CH:31]=[CH:30][C:29]3[C:24](=[CH:25][CH:26]=[C:27]([Cl:32])[CH:28]=3)[CH:23]=2)(=[O:21])=[O:20])[CH2:15][CH2:14]1)=[O:12])([OH:8])=[O:6]. (9) Given the reactants Cl[C:2]1[N:7]=[C:6]([NH:8][C:9]2[CH:14]=[CH:13][CH:12]=[C:11]([OH:15])[CH:10]=2)[C:5]([F:16])=[CH:4][N:3]=1.[NH:17]1[C:21]([C:22]2[CH:23]=[C:24]([CH:26]=[CH:27][CH:28]=2)[NH2:25])=[N:20][N:19]=[N:18]1, predict the reaction product. The product is: [F:16][C:5]1[C:6]([NH:8][C:9]2[CH:14]=[CH:13][CH:12]=[C:11]([OH:15])[CH:10]=2)=[N:7][C:2]([NH:25][C:24]2[CH:26]=[CH:27][CH:28]=[C:22]([C:21]3[NH:20][N:19]=[N:18][N:17]=3)[CH:23]=2)=[N:3][CH:4]=1.